Dataset: Reaction yield outcomes from USPTO patents with 853,638 reactions. Task: Predict the reaction yield, written as a fraction of the theoretical maximum amount of product (1.0 means a 100% yield; for example, 0.34 means a 34% yield). (1) The reactants are [CH:1]([C:3]1[C:4]([O:20][CH3:21])=[C:5]([CH:17]=[CH:18][CH:19]=1)[O:6][C:7]1[CH:14]=[C:13]([O:15][CH3:16])[CH:12]=[CH:11][C:8]=1[C:9]#[N:10])=O.CN.[C:24]([BH3-])#[N:25].[Na+].[C:28]([OH:35])(=[O:34])/[CH:29]=[CH:30]/[C:31]([OH:33])=[O:32]. The catalyst is C(O)(=O)C.CO. The product is [C:28]([OH:35])(=[O:34])/[CH:29]=[CH:30]/[C:31]([OH:33])=[O:32].[CH3:16][O:15][C:13]1[CH:12]=[CH:11][C:8]([C:9]#[N:10])=[C:7]([O:6][C:5]2[CH:17]=[CH:18][CH:19]=[C:3]([CH2:1][NH:25][CH3:24])[C:4]=2[O:20][CH3:21])[CH:14]=1. The yield is 0.580. (2) The product is [Cl:11][C:5]1[N:4]=[N:3][C:2]([NH2:13])=[C:7]([CH:8]([CH3:10])[CH3:9])[CH:6]=1.[Cl:1][C:2]1[N:3]=[N:4][C:5]([NH2:13])=[CH:6][C:7]=1[CH:8]([CH3:10])[CH3:9]. The reactants are [Cl:1][C:2]1[N:3]=[N:4][C:5]([Cl:11])=[CH:6][C:7]=1[CH:8]([CH3:10])[CH3:9].[OH-].[NH4+:13]. The catalyst is O. The yield is 0.130. (3) The reactants are [F:1][C:2]1[CH:7]=[CH:6][C:5]([CH2:8][CH:9]=O)=[CH:4][CH:3]=1.Cl.[O:12]([NH2:14])[CH3:13]. No catalyst specified. The product is [CH3:13][O:12][N:14]=[CH:9][CH2:8][C:5]1[CH:4]=[CH:3][C:2]([F:1])=[CH:7][CH:6]=1. The yield is 0.430. (4) The reactants are O[CH2:2][C:3]1[CH:12]=[N:11][C:10]2[N:9]3[CH2:13][CH2:14][CH2:15][CH2:16][CH:8]3[C:7](=[O:17])[NH:6][C:5]=2[CH:4]=1.[I-].C(C[P+](C)(C)C)#N.C(N(C(C)C)C(C)C)C.Cl.[Cl:36][C:37]1[CH:42]=[CH:41][C:40]([CH:43]2[CH2:48][CH2:47][NH:46][CH2:45][CH2:44]2)=[CH:39][CH:38]=1. The catalyst is C(#N)CC. The product is [Cl:36][C:37]1[CH:42]=[CH:41][C:40]([CH:43]2[CH2:44][CH2:45][N:46]([CH2:2][C:3]3[CH:12]=[N:11][C:10]4[N:9]5[CH2:13][CH2:14][CH2:15][CH2:16][CH:8]5[C:7](=[O:17])[NH:6][C:5]=4[CH:4]=3)[CH2:47][CH2:48]2)=[CH:39][CH:38]=1. The yield is 0.320. (5) The reactants are [S:1]1[C:5]([C:6]2[C:7]([O:16][C@H:17]3[CH2:54][N:20]4[C:21](=[O:53])[C@@H:22]([NH:45]C(=O)OC(C)(C)C)[CH2:23][CH2:24][CH2:25][CH2:26][CH2:27][CH:28]=[CH:29][C@@H:30]5[CH2:35][C@@:31]5([C:36](=[O:44])[NH:37][S:38]([CH:41]5[CH2:43][CH2:42]5)(=[O:40])=[O:39])[NH:32][C:33](=[O:34])[C@@H:19]4[CH2:18]3)=[N:8][C:9]3[C:14]([N:15]=2)=[CH:13][CH:12]=[CH:11][CH:10]=3)=[CH:4][C:3]2[CH:55]=[CH:56][CH:57]=[CH:58][C:2]1=2.[ClH:59]. The catalyst is C(OCC)(=O)C.O1CCOCC1. The product is [ClH:59].[NH2:45][C@@H:22]1[C:21](=[O:53])[N:20]2[CH2:54][C@H:17]([O:16][C:7]3[C:6]([C:5]4[S:1][C:2]5[CH:58]=[CH:57][CH:56]=[CH:55][C:3]=5[CH:4]=4)=[N:15][C:14]4[C:9](=[CH:10][CH:11]=[CH:12][CH:13]=4)[N:8]=3)[CH2:18][C@H:19]2[C:33](=[O:34])[NH:32][C@:31]2([C:36]([NH:37][S:38]([CH:41]3[CH2:42][CH2:43]3)(=[O:39])=[O:40])=[O:44])[CH2:35][C@H:30]2[CH:29]=[CH:28][CH2:27][CH2:26][CH2:25][CH2:24][CH2:23]1. The yield is 0.960. (6) The yield is 0.570. The reactants are [CH2:1]([O:3][CH:4]([O:14][CH2:15][CH3:16])[C:5]1[CH:10]=[CH:9][C:8]([CH2:11][NH:12][CH3:13])=[CH:7][CH:6]=1)[CH3:2].C(N(CC)CC)C.[C:24](Cl)(=[O:33])[O:25][CH2:26][C:27]1[CH:32]=[CH:31][CH:30]=[CH:29][CH:28]=1. The product is [CH2:15]([O:14][CH:4]([O:3][CH2:1][CH3:2])[C:5]1[CH:10]=[CH:9][C:8]([CH2:11][N:12]([CH3:13])[C:24](=[O:33])[O:25][CH2:26][C:27]2[CH:32]=[CH:31][CH:30]=[CH:29][CH:28]=2)=[CH:7][CH:6]=1)[CH3:16]. The catalyst is ClCCl. (7) The reactants are [F:1][C:2]1[CH:3]=[C:4]([CH:9]2[S:14][CH2:13][CH2:12][CH2:11][S:10]2)[CH:5]=[C:6]([F:8])[CH:7]=1.[Li]CCCC.[CH3:20][C:21]1[CH:22]=[C:23]([CH:26]=[C:27]([CH3:29])[CH:28]=1)[CH:24]=[O:25]. The catalyst is C1COCC1. The product is [F:1][C:2]1[CH:3]=[C:4]([C:9]2([CH:24]([C:23]3[CH:26]=[C:27]([CH3:29])[CH:28]=[C:21]([CH3:20])[CH:22]=3)[OH:25])[S:10][CH2:11][CH2:12][CH2:13][S:14]2)[CH:5]=[C:6]([F:8])[CH:7]=1. The yield is 0.520.